Dataset: Forward reaction prediction with 1.9M reactions from USPTO patents (1976-2016). Task: Predict the product of the given reaction. Given the reactants C([Cl:4])(=O)C.[CH:5]1([NH:8][CH:9]([C:14]2[C:15](=[O:23])[C:16]([OH:22])=[C:17]([CH2:20][CH3:21])[NH:18][CH:19]=2)[C:10]([F:13])([F:12])[F:11])[CH2:7][CH2:6]1, predict the reaction product. The product is: [ClH:4].[CH:5]1([NH:8][CH:9]([C:14]2[C:15](=[O:23])[C:16]([OH:22])=[C:17]([CH2:20][CH3:21])[NH:18][CH:19]=2)[C:10]([F:12])([F:11])[F:13])[CH2:6][CH2:7]1.